Dataset: Reaction yield outcomes from USPTO patents with 853,638 reactions. Task: Predict the reaction yield, written as a fraction of the theoretical maximum amount of product (1.0 means a 100% yield; for example, 0.34 means a 34% yield). (1) The reactants are [F:1][C:2]1[CH:3]=[C:4]([CH:8]=[CH:9][C:10]=1[N:11]1[CH2:16][CH2:15][N:14]([CH3:17])[CH2:13][CH2:12]1)[C:5](O)=[O:6].C([N:20](CC)CC)C.ClC(OCC(C)C)=O.N. The catalyst is C1COCC1.O. The product is [F:1][C:2]1[CH:3]=[C:4]([CH:8]=[CH:9][C:10]=1[N:11]1[CH2:16][CH2:15][N:14]([CH3:17])[CH2:13][CH2:12]1)[C:5]([NH2:20])=[O:6]. The yield is 0.120. (2) The catalyst is CO. The yield is 0.910. The reactants are [CH:1]([C:3]1[CH:4]=[N:5][N:6]2[CH:11]=[CH:10][C:9]([C:12]#[N:13])=[CH:8][C:7]=12)=O.[CH3:14][C:15]1[CH:20]=[CH:19][C:18]([N+:21]([O-:23])=[O:22])=[CH:17][C:16]=1[S:24]([NH:27][NH2:28])(=[O:26])=[O:25]. The product is [C:12]([C:9]1[CH:10]=[CH:11][N:6]2[N:5]=[CH:4][C:3]([CH:1]=[N:28][NH:27][S:24]([C:16]3[CH:17]=[C:18]([N+:21]([O-:23])=[O:22])[CH:19]=[CH:20][C:15]=3[CH3:14])(=[O:26])=[O:25])=[C:7]2[CH:8]=1)#[N:13]. (3) The catalyst is CCO.[Pd]. The yield is 0.910. The product is [NH2:1][CH:4]1[C:13]2[C:8](=[CH:9][CH:10]=[C:11]([O:14][CH3:15])[CH:12]=2)[C:7](=[O:16])[C:6]([CH3:18])([CH3:17])[CH2:5]1. The reactants are [N:1]([CH:4]1[C:13]2[C:8](=[CH:9][CH:10]=[C:11]([O:14][CH3:15])[CH:12]=2)[C:7](=[O:16])[C:6]([CH3:18])([CH3:17])[CH2:5]1)=[N+]=[N-].[H][H]. (4) The reactants are [CH3:1][C:2]1([CH3:19])[CH2:5][CH:4]([C:6]([C:8]2[CH:18]=[CH:17][C:11]([C:12]([O:14]CC)=[O:13])=[CH:10][CH:9]=2)=[O:7])[CH2:3]1.O1CCCC1.[OH-].[Na+]. The catalyst is CO. The product is [CH3:1][C:2]1([CH3:19])[CH2:3][CH:4]([C:6]([C:8]2[CH:9]=[CH:10][C:11]([C:12]([OH:14])=[O:13])=[CH:17][CH:18]=2)=[O:7])[CH2:5]1. The yield is 0.920.